This data is from Forward reaction prediction with 1.9M reactions from USPTO patents (1976-2016). The task is: Predict the product of the given reaction. (1) Given the reactants Br[C:2]1[CH:7]=[CH:6][CH:5]=[C:4]([N+:8]([O-:10])=[O:9])[CH:3]=1.[OH-:11].[Cs+], predict the reaction product. The product is: [N+:8]([C:4]1[CH:3]=[C:2]([OH:11])[CH:7]=[CH:6][CH:5]=1)([O-:10])=[O:9]. (2) Given the reactants C1C=CC2N(O)N=NC=2C=1.C(Cl)CCl.[F:15][C:16]1[CH:53]=[CH:52][C:19]([O:20][C:21]2[CH:26]=[CH:25][C:24]([S:27]([N:30]3[CH2:39][CH2:38][C:37]4[C:32](=[CH:33][CH:34]=[C:35]([O:40][CH2:41][CH2:42][N:43]5[CH2:48][CH2:47][O:46][CH2:45][CH2:44]5)[CH:36]=4)[CH:31]3[C:49](O)=[O:50])(=[O:29])=[O:28])=[CH:23][CH:22]=2)=[CH:18][CH:17]=1.[O:54]1[CH2:59][CH2:58][CH2:57][CH2:56][CH:55]1[O:60][NH2:61], predict the reaction product. The product is: [O:54]1[CH2:59][CH2:58][CH2:57][CH2:56][CH:55]1[O:60][NH:61][C:49]([CH:31]1[C:32]2[C:37](=[CH:36][C:35]([O:40][CH2:41][CH2:42][N:43]3[CH2:44][CH2:45][O:46][CH2:47][CH2:48]3)=[CH:34][CH:33]=2)[CH2:38][CH2:39][N:30]1[S:27]([C:24]1[CH:25]=[CH:26][C:21]([O:20][C:19]2[CH:18]=[CH:17][C:16]([F:15])=[CH:53][CH:52]=2)=[CH:22][CH:23]=1)(=[O:28])=[O:29])=[O:50]. (3) The product is: [Cl:1][C:2]1[CH:3]=[C:4]([C:5]2[N:30]([C:27]3[CH:28]=[CH:29][C:24]([S:21]([N:15]4[CH2:20][CH2:19][CH2:18][CH2:17][CH2:16]4)(=[O:23])=[O:22])=[CH:25][CH:26]=3)[C:11]([CH3:10])=[CH:12][CH:13]=2)[CH:7]=[CH:8][CH:9]=1. Given the reactants [Cl:1][C:2]1[CH:3]=[C:4]([CH:7]=[CH:8][CH:9]=1)[CH:5]=O.[CH3:10][C:11](=O)[CH:12]=[CH2:13].[N:15]1([S:21]([C:24]2[CH:29]=[CH:28][C:27]([NH2:30])=[CH:26][CH:25]=2)(=[O:23])=[O:22])[CH2:20][CH2:19][CH2:18][CH2:17][CH2:16]1, predict the reaction product. (4) Given the reactants Br[C:2]1[CH:7]=[CH:6][C:5]([C@@H:8]([N:10]2[CH2:15][CH2:14][C@:13]([CH2:22][CH2:23][CH2:24][NH:25][S:26]([CH3:29])(=[O:28])=[O:27])([C:16]3[CH:21]=[CH:20][CH:19]=[CH:18][CH:17]=3)[O:12][C:11]2=[O:30])[CH3:9])=[CH:4][CH:3]=1.[N:31]1[CH:36]=[CH:35][CH:34]=[CH:33][C:32]=1B(O)O, predict the reaction product. The product is: [O:30]=[C:11]1[N:10]([C@H:8]([C:5]2[CH:6]=[CH:7][C:2]([C:32]3[CH:33]=[CH:34][CH:35]=[CH:36][N:31]=3)=[CH:3][CH:4]=2)[CH3:9])[CH2:15][CH2:14][C@:13]([CH2:22][CH2:23][CH2:24][NH:25][S:26]([CH3:29])(=[O:28])=[O:27])([C:16]2[CH:21]=[CH:20][CH:19]=[CH:18][CH:17]=2)[O:12]1. (5) Given the reactants [F:1][C:2]1([F:58])[C:6]2[N:7]([CH2:14][C:15]([NH:17][C@H:18]([C:28]3[C:33]([C:34]4[CH:35]=[CH:36][CH:37]=[C:38]5[C:42]=4[N:41]([CH3:43])[N:40]=[C:39]5[NH:44][S:45]([CH3:48])(=[O:47])=[O:46])=[CH:32][CH:31]=[C:30]([C:49]#[C:50][C:51]4(O)[CH2:55]COC4)[N:29]=3)[CH2:19][C:20]3[CH:25]=[C:24]([F:26])[CH:23]=[C:22]([F:27])[CH:21]=3)=[O:16])[N:8]=[C:9]([C:10]([F:13])([F:12])[F:11])[C:5]=2[C@H:4]2[CH2:57][C@@H:3]12.C(C1[N:65](C)[CH:64]=[N:63][CH:62]=1)#C, predict the reaction product. The product is: [F:1][C:2]1([F:58])[C:6]2[N:7]([CH2:14][C:15]([NH:17][C@H:18]([C:28]3[C:33]([C:34]4[CH:35]=[CH:36][CH:37]=[C:38]5[C:42]=4[N:41]([CH3:43])[N:40]=[C:39]5[NH:44][S:45]([CH3:48])(=[O:46])=[O:47])=[CH:32][CH:31]=[C:30]([C:49]#[C:50][C:51]4[N:63]([CH3:62])[CH:64]=[N:65][CH:55]=4)[N:29]=3)[CH2:19][C:20]3[CH:21]=[C:22]([F:27])[CH:23]=[C:24]([F:26])[CH:25]=3)=[O:16])[N:8]=[C:9]([C:10]([F:12])([F:11])[F:13])[C:5]=2[C@H:4]2[CH2:57][C@@H:3]12. (6) Given the reactants [N:1]1[CH:6]=[CH:5][CH:4]=[CH:3][C:2]=1[N:7]1[CH2:13][C:12]2[CH:14]=[C:15]([CH:18]=[C:19]3[S:23][C:22](=[O:24])[NH:21][C:20]3=[O:25])[CH:16]=[CH:17][C:11]=2[O:10][CH2:9][CH2:8]1.[C:26]([OH:33])(=[O:32])/[CH:27]=[CH:28]\[C:29]([OH:31])=[O:30], predict the reaction product. The product is: [C:26]([OH:33])(=[O:32])/[CH:27]=[CH:28]\[C:29]([OH:31])=[O:30].[N:1]1[CH:6]=[CH:5][CH:4]=[CH:3][C:2]=1[N:7]1[CH2:13][C:12]2[CH:14]=[C:15]([CH:18]=[C:19]3[S:23][C:22](=[O:24])[NH:21][C:20]3=[O:25])[CH:16]=[CH:17][C:11]=2[O:10][CH2:9][CH2:8]1.